Dataset: Catalyst prediction with 721,799 reactions and 888 catalyst types from USPTO. Task: Predict which catalyst facilitates the given reaction. (1) Reactant: CS(O[CH2:6][C:7]1[CH:8]=[C:9]([C:18]([O:20]CC)=[O:19])[C:10](=[O:17])[N:11]2[C:16]=1[CH:15]=[CH:14][CH:13]=[CH:12]2)(=O)=O.C(=O)([O-])[O-].[K+].[K+].[NH:29]1[CH2:34][CH2:33][O:32][CH2:31][CH2:30]1.[OH-].[Na+].Cl. Product: [N:29]1([CH2:6][C:7]2[CH:8]=[C:9]([C:18]([OH:20])=[O:19])[C:10](=[O:17])[N:11]3[C:16]=2[CH:15]=[CH:14][CH:13]=[CH:12]3)[CH2:34][CH2:33][O:32][CH2:31][CH2:30]1. The catalyst class is: 9. (2) Reactant: C(O)(C(F)(F)F)=O.[CH:8]1([C:11]([NH:13][C@@H:14]2[CH2:18][CH2:17][N:16](C(OC(C)(C)C)=O)[CH2:15]2)=[O:12])[CH2:10][CH2:9]1. Product: [NH:16]1[CH2:17][CH2:18][C@@H:14]([NH:13][C:11]([CH:8]2[CH2:9][CH2:10]2)=[O:12])[CH2:15]1. The catalyst class is: 2. (3) The catalyst class is: 12. Reactant: [CH3:1][CH:2]([CH3:42])[C@H:3]([NH:11][CH2:12][CH2:13][C:14]1[CH:19]=[CH:18][C:17]([C:20]2[N:24]=[C:23]([C:25]3[CH:30]=[CH:29][C:28]([C:31]4[CH:36]=[CH:35][CH:34]=[CH:33][C:32]=4[CH3:37])=[C:27]([C:38]([F:41])([F:40])[F:39])[CH:26]=3)[O:22][N:21]=2)=[CH:16][CH:15]=1)[C:4]([O:6]C(C)(C)C)=[O:5].Cl. Product: [CH3:1][CH:2]([CH3:42])[C@H:3]([NH:11][CH2:12][CH2:13][C:14]1[CH:15]=[CH:16][C:17]([C:20]2[N:24]=[C:23]([C:25]3[CH:30]=[CH:29][C:28]([C:31]4[CH:36]=[CH:35][CH:34]=[CH:33][C:32]=4[CH3:37])=[C:27]([C:38]([F:40])([F:39])[F:41])[CH:26]=3)[O:22][N:21]=2)=[CH:18][CH:19]=1)[C:4]([OH:6])=[O:5]. (4) Reactant: Br[C:2]1[S:6][C:5]([CH:7]=[O:8])=[CH:4][C:3]=1[C:9]1[C:10]([F:15])=[N:11][CH:12]=[CH:13][CH:14]=1.N1C=CC=CC=1.[CH3:22][S:23]([C:26]1[CH:27]=[C:28]([S:32]([O-:34])=[O:33])[CH:29]=[CH:30][CH:31]=1)(=[O:25])=[O:24].[Na+].O. Product: [F:15][C:10]1[C:9]([C:3]2[CH:4]=[C:5]([CH:7]=[O:8])[S:6][C:2]=2[S:32]([C:28]2[CH:29]=[CH:30][CH:31]=[C:26]([S:23]([CH3:22])(=[O:25])=[O:24])[CH:27]=2)(=[O:34])=[O:33])=[CH:14][CH:13]=[CH:12][N:11]=1. The catalyst class is: 9. (5) Reactant: O[C:2]1[N:7]=[CH:6][N:5]=[C:4]([C:8]([O:10][CH2:11][CH3:12])=[O:9])[CH:3]=1.CCOC(C)=O.C(Cl)(C([Cl:23])=O)=O. Product: [Cl:23][C:2]1[N:7]=[CH:6][N:5]=[C:4]([C:8]([O:10][CH2:11][CH3:12])=[O:9])[CH:3]=1. The catalyst class is: 9.